Dataset: Reaction yield outcomes from USPTO patents with 853,638 reactions. Task: Predict the reaction yield, written as a fraction of the theoretical maximum amount of product (1.0 means a 100% yield; for example, 0.34 means a 34% yield). (1) The reactants are [NH2:1][C:2]1[C:3]([C:16]([NH:18][CH3:19])=[O:17])=[N:4][C:5]([C:8]2[CH:13]=[CH:12][CH:11]=[C:10]([C:14]#[N:15])[CH:9]=2)=[CH:6][N:7]=1.[N-:20]=[N+:21]=[N-:22].[Na+].[Cl-].[NH4+].C(=O)(O)[O-].[Na+]. The catalyst is CN(C)C=O. The product is [NH2:1][C:2]1[C:3]([C:16]([NH:18][CH3:19])=[O:17])=[N:4][C:5]([C:8]2[CH:13]=[CH:12][CH:11]=[C:10]([C:14]3[NH:22][N:21]=[N:20][N:15]=3)[CH:9]=2)=[CH:6][N:7]=1. The yield is 0.230. (2) The reactants are [CH2:1]1[CH:3]([CH2:4][N:5]2[C@@H:15]3[CH2:16][C:17]4[CH:22]=[CH:21][C:20]([OH:23])=[C:19]5[O:24][CH:9]6[C:10]([CH2:12][CH2:13][C@:14]3([OH:25])[C@:8]6([C:18]=45)[CH2:7][CH2:6]2)=[O:11])[CH2:2]1. The catalyst is C(O)C1C=CC=CC=1. The product is [CH2:2]1[CH:3]([CH2:4][N:5]2[CH:15]3[CH2:16][C:17]4[CH:22]=[CH:21][C:20]([OH:23])=[C:19]5[O:24][CH:9]6[C:10]([CH2:12][CH2:13][C:14]3([OH:25])[C:8]6([C:18]=45)[CH2:7][CH2:6]2)=[O:11])[CH2:1]1.[CH2:19]([OH:24])[C:18]1[CH:8]=[CH:14][CH:15]=[CH:16][CH:17]=1. The yield is 0.300. (3) The reactants are [Br:1][C:2]1[CH:7]=[CH:6][C:5]([F:8])=[CH:4][C:3]=1[O:9][CH2:10][C:11]1[CH:16]=[CH:15][CH:14]=[CH:13][C:12]=1I.C([O-])(=O)C.[Na+].[C:23]([O:27][CH2:28][CH3:29])(=[O:26])[CH:24]=[CH2:25].O. The catalyst is [Br-].C([N+](CCCC)(CCCC)CCCC)CCC.CN1CCCC1=O.C([O-])(=O)C.[Pd+2].C([O-])(=O)C.C(OCC)(=O)C.C(OC)(C)(C)C. The product is [CH2:28]([O:27][C:23](=[O:26])[CH:24]=[CH:25][C:12]1[CH:13]=[CH:14][CH:15]=[CH:16][C:11]=1[CH2:10][O:9][C:3]1[CH:4]=[C:5]([F:8])[CH:6]=[CH:7][C:2]=1[Br:1])[CH3:29]. The yield is 0.950.